Dataset: Experimentally validated miRNA-target interactions with 360,000+ pairs, plus equal number of negative samples. Task: Binary Classification. Given a miRNA mature sequence and a target amino acid sequence, predict their likelihood of interaction. (1) The miRNA is hsa-miR-590-5p with sequence GAGCUUAUUCAUAAAAGUGCAG. The protein sequence of the target gene is MDPGQPQPQQPPQAAQPPAPQQAAPQPPGAGSGAPGGAAQPPGAGPPPAGHQIVHVRGDSETDLEALFNAVMNPKGANVPHTLPMRLRKLPDSFFKPPEPKAHSRQASTDAGTAGALTPQHVRAHSSPASLQLGAVSPGTLTPSGVVTGPGAPSSQHLRQSSFEIPDDVPLPPGWEMAKTPSGQRYFLNHIDQTTTWQDPRKAMLSQMNVTAPTSPPVQQNLMNSASAMNQRISQSAPVKQPPPLAPQSPQGGVMGGSSSNQQQQMRLQQLQMEKERLRLKHQELLRQELALRSQLPTME.... Result: 0 (no interaction). (2) The miRNA is hsa-miR-548ba with sequence AAAGGUAACUGUGAUUUUUGCU. The protein sequence of the target gene is MASSQTSQTVAAHVPFADLCSTLERIQKGKDRAEKIRHFKEFLDSWRKFHDALHKNRKDVTDSFYPAMRLILPQLERERMAYGIKETMLAKLYIELLNLPREGKDAQKLLNYRTPSGARTDAGDFAMIAYFVLKPRCLQKGSLTIQQVNELLDLVASNNSGKKKDLVKKSLLQLITQSSALEQKWLIRMIIKDLKLGISQQTIFSIFHNDAVELHNVTTDLEKVCRQLHDPSVGLSDISITLFSAFKPMLAAVADVERVEKDMKQQSFYIETKLDGERMQMHKDGALYRYFSRNGYNYTD.... Result: 0 (no interaction). (3) The miRNA is hsa-miR-6720-3p with sequence CGCGCCUGCAGGAACUGGUAGA. The protein sequence of the target gene is MKMMMIMKTTLLLISVLLTQALQSQGRPAIQDEAPAEPTSYTLDSGEKLELSCKAKEDTQKVTWTKDLVPLVDGEHTRLRNDQMEIEKVEPTDSGLYACFAQGLNSNHTEYFNISVTDEEDEVDSSSEEAKLSNDQNLPMAPVWAQPDKMEKKLHAVPASKTVKFRCQANGNPTPTLKWLKNGKEFKRDQRIGGFKVREHMWTIIMESVVPSDRGNYTCLVENRHGSINHTYQLDVVERSPHRPILQAGLPANRTAVVGSDVEFECKVFSDPQPHIQWLKHIEVNGSRYGPDGLPYVRAL.... Result: 0 (no interaction). (4) The miRNA is mmu-miR-339-5p with sequence UCCCUGUCCUCCAGGAGCUCACG. The protein sequence of the target gene is MRHSLTKLLAASGRDFPSRRDSREPPATRAPPREPSGAAAGAETPRPGSPDREQPHGDGDGGEPEARSGSRGSVAVRAPAPSPLKMEEEEEDAIAMVPKEEPEDMDFLSGLELADLLDPRQPDWHLEPGLSSPGPLSSSGGGSESGGLLRGDDDDDTAAAEMQRFSDLLQRLLNGIGGCSSGGDRGGGEKRRRKSPGAGGGGANDGNQAATKSPRKAAAAAARLNRLKKKEYVMGLESRVRGLAAENQELRAENRELGKRVQALQEESRYLRAVLANETGLARLLSRLSGVGLRLTTSLF.... Result: 0 (no interaction). (5) The miRNA is cel-miR-57-5p with sequence UACCCUGUAGAUCGAGCUGUGUGU. The protein sequence of the target gene is MAAENEASQESALGAYSPVDYMSITSFPRLPEDEPAPAAPLRGRKDEDAFLGDPDTDPDSFLKSARLQRLPSSSSEMGSQDGSPLRETRKDPFSAAAAECSCRQDGLTVIVTACLTFATGVTVALVMQIYFGDPQIFQQGAVVTDASSCTALGMEVLSKQGSSVDAAVAAALCLGIVAPHSSGLGGGGVMLVHDIRRNESHLIDFRESAPGALREEALQRSWDTKPGLLVGVPGMVKGLHEAHQLYGRLPWSQVLAFAAAVAQDGFNVTHDLAHALAEQLPPNASDRFLDTFLPLGHPPL.... Result: 0 (no interaction). (6) The miRNA is hsa-miR-92b-3p with sequence UAUUGCACUCGUCCCGGCCUCC. The protein sequence of the target gene is MAFSKGFRIYHKLDPPPFSLIVETRHKEECLMFESGAVAVLSSAEKEAIKGTYSKVLDAYGLLGVLRLNLGDTMLHYLVLVTGCMSVGKIQESEVFRVTSTEFISLRIDSSDEDRISEVRKVLNSGNFYFAWSASGISLDLSLNAHRSMQEQTTDNRFFWNQSLHLHLKHYGVNCDDWLLRLMCGGVEIRTIYAAHKQAKACLISRLSCERAGTRFNVRGTNDDGHVANFVETEQVVYLDDSVSSFIQIRGSVPLFWEQPGLQVGSHRVRMSRGFEANAPAFDRHFRTLKNLYGKQIIVN.... Result: 1 (interaction). (7) Result: 0 (no interaction). The protein sequence of the target gene is MSDGAAARRWGKCGHSCSRESIMVAFKGVWTQAFWKAVSAEFLATLIFVLLGVGSTINWGGSENPLPVDMVLISLCFGLSIATMVQCFGHISGGHINPAVTVAMVCTRKISIAKSVFYIIAQCLGAIIGAGILYLVTPPSVVGGLGVTTVHGNLTAGHGLLVELIITFQLVFTIFASCDSKRTDVTGSIALAIGFSVAIGHLFAINYTGASMNPARSFGPAVIMGNWANHWIYWVGPIMGAVLAGALYEYVFCPDVELKRRLKEAFSKAAQQTKGSYMEVEDNRSQVETEDLILKPGVVH.... The miRNA is hsa-miR-4793-5p with sequence ACAUCCUGCUCCACAGGGCAGAGG. (8) The miRNA is hsa-miR-5089-5p with sequence GUGGGAUUUCUGAGUAGCAUC. The protein sequence of the target gene is MEFAAENEGKSGGGLHSVAEGVRLSPEPGREGVRDLAGAEEFGGGEEGTGLTGIKEIGDGEEGSGQRPEEIPMDLTVVKQEIIDWPGTEGRLAGQWVEQEVEDRPEVKDENAGVLEVKQETDSSLVVKEAKVGEPEVKEEKVKEEVMDWSEVKEEKDNLEIKQEEKFVGQCIKEELMHGECVKEEKDFLKKEIVDDTKVKEEPPINHPVGCKRKLAMSRCETCGTEEAKYRCPRCMRYSCSLPCVKKHKAELTCNGVRDKTAYISIQQFTEMNLLSDYRFLEDVARTADHISRDAFLKRP.... Result: 1 (interaction).